This data is from Rat liver microsome stability data. The task is: Regression/Classification. Given a drug SMILES string, predict its absorption, distribution, metabolism, or excretion properties. Task type varies by dataset: regression for continuous measurements (e.g., permeability, clearance, half-life) or binary classification for categorical outcomes (e.g., BBB penetration, CYP inhibition). Dataset: rlm. (1) The result is 0 (unstable in rat liver microsomes). The drug is CCOc1cc(NC(=O)C2(NC(=O)c3ccc4c(C5CCCC5)c(-c5ncc(Cl)cn5)n(C)c4c3)CCC2)ccc1C=CC(=O)N(C)CCO. (2) The compound is O=S(=O)(Nc1cnc2ccccc2c1)c1ccc(NCc2cccc(Cl)c2O)cc1. The result is 1 (stable in rat liver microsomes). (3) The result is 1 (stable in rat liver microsomes). The drug is CCS(=O)(=O)c1ncc(N(Cc2ccc(F)cc2)Cc2ccco2)c(C(=O)Nc2cc(C)ccc2C)n1. (4) The drug is O=C(O)[C@H]1CC[C@H](C(=O)N2CC[C@@]3(S(=O)(=O)c4ccc(F)cc4)c4ccc(C(F)(C(F)(F)F)C(F)(F)F)cc4NC[C@@H]23)CC1. The result is 0 (unstable in rat liver microsomes).